The task is: Predict the reactants needed to synthesize the given product.. This data is from Full USPTO retrosynthesis dataset with 1.9M reactions from patents (1976-2016). (1) Given the product [Cl:1][C:2]1[N:10]([C:11]2[CH:16]=[CH:15][C:14]([C:17]3[CH:22]=[CH:21][CH:20]=[C:19]([O:23][CH3:24])[C:18]=3[OH:25])=[CH:13][CH:12]=2)[C:9]2[C:8](=[O:26])[N:7]([CH2:27][CH2:28][C:29]([NH:34][CH3:33])=[O:31])[C:6](=[O:32])[NH:5][C:4]=2[CH:3]=1, predict the reactants needed to synthesize it. The reactants are: [Cl:1][C:2]1[N:10]([C:11]2[CH:16]=[CH:15][C:14]([C:17]3[CH:22]=[CH:21][CH:20]=[C:19]([O:23][CH3:24])[C:18]=3[OH:25])=[CH:13][CH:12]=2)[C:9]2[C:8](=[O:26])[N:7]([CH2:27][CH2:28][C:29]([OH:31])=O)[C:6](=[O:32])[NH:5][C:4]=2[CH:3]=1.[CH3:33][N:34](C(ON1N=NC2C=CC=NC1=2)=[N+](C)C)C.F[P-](F)(F)(F)(F)F.CN. (2) The reactants are: [CH:1]1([CH2:7][NH2:8])[CH2:6][CH2:5][CH2:4][CH2:3][CH2:2]1.[C:9](Cl)(=[O:16])[C:10]1[CH:15]=[CH:14][CH:13]=[CH:12][CH:11]=1. Given the product [CH:1]1([CH2:7][NH:8][C:9](=[O:16])[C:10]2[CH:15]=[CH:14][CH:13]=[CH:12][CH:11]=2)[CH2:6][CH2:5][CH2:4][CH2:3][CH2:2]1, predict the reactants needed to synthesize it.